From a dataset of Catalyst prediction with 721,799 reactions and 888 catalyst types from USPTO. Predict which catalyst facilitates the given reaction. Reactant: [CH3:1][O:2][C:3]1[CH:8]=[CH:7][C:6]([C:9]2[C:13]([C:14]3[CH:19]=[CH:18][CH:17]=[CH:16][CH:15]=3)=[CH:12][NH:11][C:10]=2[C:20]#[N:21])=[CH:5][CH:4]=1.[H-].[Na+].C1(C)C=C(C)C=C(C)C=1S([NH:35]O)(=O)=O.O. Product: [NH2:35][N:11]1[CH:12]=[C:13]([C:14]2[CH:19]=[CH:18][CH:17]=[CH:16][CH:15]=2)[C:9]([C:6]2[CH:5]=[CH:4][C:3]([O:2][CH3:1])=[CH:8][CH:7]=2)=[C:10]1[C:20]#[N:21]. The catalyst class is: 3.